Dataset: Reaction yield outcomes from USPTO patents with 853,638 reactions. Task: Predict the reaction yield, written as a fraction of the theoretical maximum amount of product (1.0 means a 100% yield; for example, 0.34 means a 34% yield). (1) The reactants are [NH2:1][C:2]1([CH2:8][C:9]([O:11][CH3:12])=[O:10])[CH2:7][CH2:6][O:5][CH2:4][CH2:3]1.[CH3:13][C:14]1[CH:23]=[C:22]([CH2:24][N:25]2[C:33]3[C:28](=[CH:29][C:30]([C:34](Cl)=[O:35])=[CH:31][CH:32]=3)[CH:27]=[CH:26]2)[C:21]2[CH2:20][CH:19]=[CH:18][CH2:17][C:16]=2[N:15]=1. The catalyst is C(Cl)Cl.O. The product is [CH3:13][C:14]1[CH:23]=[C:22]([CH2:24][N:25]2[C:33]3[C:28](=[CH:29][C:30]([C:34]([NH:1][C:2]4([CH2:8][C:9]([O:11][CH3:12])=[O:10])[CH2:3][CH2:4][O:5][CH2:6][CH2:7]4)=[O:35])=[CH:31][CH:32]=3)[CH:27]=[CH:26]2)[C:21]2[CH2:20][CH:19]=[CH:18][CH2:17][C:16]=2[N:15]=1. The yield is 0.170. (2) The reactants are C([O:3][C:4]([C:6]1[N:7]([CH:23]([CH3:25])[CH3:24])[C:8]2[C:13]([CH:14]=1)=[CH:12][C:11]([O:15][CH2:16][C:17]1[CH:22]=[CH:21][CH:20]=[CH:19][CH:18]=1)=[CH:10][CH:9]=2)=[O:5])C.[OH-].[Li+].O.CO. The catalyst is O1CCCC1. The product is [CH2:16]([O:15][C:11]1[CH:12]=[C:13]2[C:8](=[CH:9][CH:10]=1)[N:7]([CH:23]([CH3:25])[CH3:24])[C:6]([C:4]([OH:5])=[O:3])=[CH:14]2)[C:17]1[CH:22]=[CH:21][CH:20]=[CH:19][CH:18]=1. The yield is 0.960. (3) The reactants are [Br:1][C:2]1[CH:18]=[CH:17][C:5]([C:6]([NH:8][CH2:9][CH:10]([O:14]CC)OCC)=O)=[CH:4][CH:3]=1.O=P12OP3(OP(OP(O3)(O1)=O)(=O)O2)=O.C([O-])(O)=O.[Na+].[NH4+].[OH-]. The catalyst is S(=O)(=O)(O)O. The product is [Br:1][C:2]1[CH:3]=[CH:4][C:5]([C:6]2[O:14][CH:10]=[CH:9][N:8]=2)=[CH:17][CH:18]=1. The yield is 0.700. (4) The reactants are Br[C:2]1[C:3]2[O:12][C:11]([CH2:13][N:14]3[CH2:19][CH2:18][N:17]([S:20]([CH3:23])(=[O:22])=[O:21])[CH2:16][CH2:15]3)=[CH:10][C:4]=2[C:5](=[O:9])[N:6]([CH3:8])[CH:7]=1.IC1C(=O)N(C)C=C(I)C=1OC.[C:36]1([CH:42]([O:44][C:45]2[CH:46]=[N:47][CH:48]=[C:49](B3OC(C)(C)C(C)(C)O3)[CH:50]=2)[CH3:43])[CH:41]=[CH:40][CH:39]=[CH:38][CH:37]=1.C(=O)([O-])[O-].[K+].[K+]. The catalyst is CCO.Cl[Pd](Cl)([P](C1C=CC=CC=1)(C1C=CC=CC=1)C1C=CC=CC=1)[P](C1C=CC=CC=1)(C1C=CC=CC=1)C1C=CC=CC=1.C(OCC)(=O)C.C1(C)C=CC=CC=1. The product is [CH3:8][N:6]1[CH:7]=[C:2]([C:49]2[CH:48]=[N:47][CH:46]=[C:45]([O:44][CH:42]([C:36]3[CH:41]=[CH:40][CH:39]=[CH:38][CH:37]=3)[CH3:43])[CH:50]=2)[C:3]2[O:12][C:11]([CH2:13][N:14]3[CH2:19][CH2:18][N:17]([S:20]([CH3:23])(=[O:22])=[O:21])[CH2:16][CH2:15]3)=[CH:10][C:4]=2[C:5]1=[O:9]. The yield is 0.280. (5) The reactants are [OH:1][C:2]1C2N=NNC=2C=CC=1.[CH2:20]1[CH2:25][CH2:24][CH:23](N=C=N[CH:20]2[CH2:25][CH2:24][CH2:23][CH2:22][CH2:21]2)[CH2:22][CH2:21]1.CN(C)C=[O:29]. The catalyst is C(OCC)(=O)C. The product is [C:2]([OH:1])(=[O:29])[C:20]1[CH:21]=[CH:22][CH:23]=[CH:24][CH:25]=1. The yield is 0.650. (6) The reactants are Cl[CH2:2][C:3]1[CH:4]=[CH:5][CH:6]=[C:7]2[C:12]=1[N:11]=[C:10]([C:13]1[CH:18]=[CH:17][CH:16]=[C:15]([C:19]([F:22])([F:21])[F:20])[CH:14]=1)[CH:9]=[CH:8]2.[CH:23]1([NH2:28])[CH2:27][CH2:26][CH2:25][CH2:24]1.CCN(C(C)C)C(C)C. The catalyst is C(#N)C. The product is [F:20][C:19]([F:22])([F:21])[C:15]1[CH:14]=[C:13]([C:10]2[CH:9]=[CH:8][C:7]3[C:12](=[C:3]([CH2:2][NH:28][CH:23]4[CH2:27][CH2:26][CH2:25][CH2:24]4)[CH:4]=[CH:5][CH:6]=3)[N:11]=2)[CH:18]=[CH:17][CH:16]=1. The yield is 0.910. (7) The reactants are Br[C:2]1[CH:3]=[C:4]2[C:8](=[CH:9][C:10]=1[Cl:11])[NH:7][CH:6]=[C:5]2[C:12]([O:14][CH3:15])=[O:13].[C:16]1([C:25]2[CH:30]=[CH:29][CH:28]=[CH:27][CH:26]=2)[CH:21]=[CH:20][C:19](B(O)O)=[CH:18][CH:17]=1.C(=O)([O-])[O-].[K+].[K+].C(OCC)(=O)C. The catalyst is C1(C)C=CC=CC=1.C(O)C.C1C=CC(P(C2C=CC=CC=2)[C-]2C=CC=C2)=CC=1.C1C=CC(P(C2C=CC=CC=2)[C-]2C=CC=C2)=CC=1.Cl[Pd]Cl.[Fe+2].O. The product is [C:16]1([C:25]2[CH:26]=[CH:27][CH:28]=[CH:29][CH:30]=2)[CH:21]=[CH:20][C:19]([C:2]2[CH:3]=[C:4]3[C:8](=[CH:9][C:10]=2[Cl:11])[NH:7][CH:6]=[C:5]3[C:12]([O:14][CH3:15])=[O:13])=[CH:18][CH:17]=1. The yield is 0.350. (8) The product is [OH:20][CH:9]([CH2:10][N:11]1[CH2:12][C:13]2[C:18](=[CH:17][CH:16]=[CH:15][CH:14]=2)[CH2:19]1)[CH2:8][NH:7][C:5](=[O:6])[C:4]1[CH:21]=[CH:22][CH:23]=[C:2]([NH:1][CH:27]2[CH2:28][CH2:29][O:24][CH2:25][CH2:26]2)[CH:3]=1. The yield is 0.140. The catalyst is CO. The reactants are [NH2:1][C:2]1[CH:3]=[C:4]([CH:21]=[CH:22][CH:23]=1)[C:5]([NH:7][CH2:8][CH:9]([OH:20])[CH2:10][N:11]1[CH2:19][C:18]2[C:13](=[CH:14][CH:15]=[CH:16][CH:17]=2)[CH2:12]1)=[O:6].[O:24]1[CH2:29][CH2:28][C:27](=O)[CH2:26][CH2:25]1.CC(O)=O.[BH3-]C#N.[Na+]. (9) The reactants are [Br:1][CH2:2][CH2:3][CH2:4][CH2:5][CH2:6][CH2:7][CH2:8][CH2:9][CH2:10][OH:11].[O:12]1[CH:17]=[CH:16][CH2:15][CH2:14][CH2:13]1.C1(C)C=CC(S([O-])(=O)=O)=CC=1.[NH+]1C=CC=CC=1. The catalyst is ClCCl. The product is [Br:1][CH2:2][CH2:3][CH2:4][CH2:5][CH2:6][CH2:7][CH2:8][CH2:9][CH2:10][O:11][CH:13]1[CH2:14][CH2:15][CH2:16][CH2:17][O:12]1. The yield is 0.890. (10) The yield is 0.780. The catalyst is CC(O)=O.C(#N)C. The product is [Cl:1][CH2:2][CH2:3][N:4]([CH3:17])[C:5]1[CH:6]=[C:7]2[C:11](=[CH:12][CH:13]=1)[C:10](=[O:14])[O:9][CH2:8]2. The reactants are [Cl:1][CH2:2][CH2:3][NH:4][C:5]1[CH:6]=[C:7]2[C:11](=[CH:12][CH:13]=1)[C:10](=[O:14])[O:9][CH2:8]2.C=O.[C:17]([BH3-])#N.[Na+].